Dataset: Full USPTO retrosynthesis dataset with 1.9M reactions from patents (1976-2016). Task: Predict the reactants needed to synthesize the given product. (1) Given the product [Cl:9][C:4]1[N:5]=[C:6]([Cl:8])[N:7]=[C:2]([NH:13][C:12]2[C:11]([Br:10])=[CH:17][C:16]([CH3:18])=[CH:15][C:14]=2[Br:19])[N:3]=1, predict the reactants needed to synthesize it. The reactants are: Cl[C:2]1[N:7]=[C:6]([Cl:8])[N:5]=[C:4]([Cl:9])[N:3]=1.[Br:10][C:11]1[CH:17]=[C:16]([CH3:18])[CH:15]=[C:14]([Br:19])[C:12]=1[NH2:13]. (2) Given the product [Br:23][C:24]1[CH:29]=[CH:28][C:27]([CH:30]([N:13]2[CH2:12][CH2:11][C:9]3([O:8][CH2:7][C:6](=[O:16])[N:5]([CH:2]4[CH2:4][CH2:3]4)[CH2:10]3)[CH2:15][CH2:14]2)[CH3:31])=[CH:26][CH:25]=1, predict the reactants needed to synthesize it. The reactants are: Cl.[CH:2]1([N:5]2[CH2:10][C:9]3([CH2:15][CH2:14][NH:13][CH2:12][CH2:11]3)[O:8][CH2:7][C:6]2=[O:16])[CH2:4][CH2:3]1.C(=O)([O-])[O-].[K+].[K+].[Br:23][C:24]1[CH:29]=[CH:28][C:27]([CH:30](Br)[CH3:31])=[CH:26][CH:25]=1. (3) Given the product [CH3:1][S:2]([C:5]1[N:10]=[CH:9][C:8]([O:11][C:12]2[CH:13]=[C:14]3[C:18](=[C:19]([O:21][CH:22]4[CH2:27][CH2:26][O:25][CH2:24][CH2:23]4)[CH:20]=2)[NH:17][C:16]([C:28]2[S:29][CH:30]([CH2:33][C:34]([NH:63][CH2:62][C:61]([F:65])([F:64])[F:60])=[O:35])[CH2:31][N:32]=2)=[CH:15]3)=[CH:7][CH:6]=1)(=[O:4])=[O:3], predict the reactants needed to synthesize it. The reactants are: [CH3:1][S:2]([C:5]1[N:10]=[CH:9][C:8]([O:11][C:12]2[CH:13]=[C:14]3[C:18](=[C:19]([O:21][CH:22]4[CH2:27][CH2:26][O:25][CH2:24][CH2:23]4)[CH:20]=2)[NH:17][C:16]([C:28]2[S:29][CH:30]([CH2:33][C:34](O)=[O:35])[CH2:31][N:32]=2)=[CH:15]3)=[CH:7][CH:6]=1)(=[O:4])=[O:3].O.ON1C2C=CC=CC=2N=N1.Cl.C(N=C=NCCCN(C)C)C.[F:60][C:61]([F:65])([F:64])[CH2:62][NH2:63]. (4) Given the product [NH:20]([C:7]([C@H:3]1[CH2:4][CH2:5][CH2:6][N:1]([C:12]([O:14][C:15]([CH3:18])([CH3:17])[CH3:16])=[O:13])[CH2:2]1)=[O:8])[NH2:21], predict the reactants needed to synthesize it. The reactants are: [N:1]1([C:12]([O:14][C:15]([CH3:18])([CH3:17])[CH3:16])=[O:13])[CH2:6][CH2:5][CH2:4][C@H:3]([C:7](OCC)=[O:8])[CH2:2]1.O.[NH2:20][NH2:21]. (5) Given the product [Cl:1][C:2]1[CH:3]=[CH:4][C:5]([NH:11][CH2:12][CH:13]([F:15])[F:14])=[C:6]([CH:10]=1)[C:7]([NH:40][C:36]([CH3:37])([C:38]#[CH:39])[CH3:35])=[O:9], predict the reactants needed to synthesize it. The reactants are: [Cl:1][C:2]1[CH:3]=[CH:4][C:5]([NH:11][CH2:12][CH:13]([F:15])[F:14])=[C:6]([CH:10]=1)[C:7]([OH:9])=O.CCN(C(C)C)C(C)C.C1C=CC2N(O)N=NC=2C=1.[CH3:35][C:36]([NH2:40])([C:38]#[CH:39])[CH3:37].CCN=C=NCCCN(C)C. (6) Given the product [CH:5]1[C:21]2[CH2:20][C@H:19]3[N:22]([CH2:24][CH2:25][C@@:11]45[C@H:18]3[CH:17]=[CH:16][C@H:14]([OH:15])[C@@H:12]4[O:13][C:9]([C:10]=25)=[C:7]([OH:8])[CH:6]=1)[CH3:23], predict the reactants needed to synthesize it. The reactants are: O.O.O.Cl.[CH:5]1[C:21]2[CH2:20][C@H:19]3[N:22]([CH2:24][CH2:25][C@@:11]45[C@H:18]3[CH:17]=[CH:16][C@H:14]([OH:15])[C@@H:12]4[O:13][C:9]([C:10]=25)=[C:7]([OH:8])[CH:6]=1)[CH3:23].[Cl-].C(=O)([O-])O.[Na+]. (7) Given the product [F:1][C:2]([F:48])([C:8]1([Cl:57])[C@H:13]([O:14][CH2:15][C:16]2[CH:21]=[CH:20][CH:19]=[CH:18][CH:17]=2)[C@@H:12]([O:22][CH2:23][C:24]2[CH:29]=[CH:28][CH:27]=[CH:26][CH:25]=2)[C@H:11]([O:30][CH2:31][C:32]2[CH:37]=[CH:36][CH:35]=[CH:34][CH:33]=2)[C@@H:10]([CH2:38][O:39][CH2:40][C:41]2[CH:46]=[CH:45][CH:44]=[CH:43][CH:42]=2)[O:9]1)[C:3]([O:5][CH2:6][CH3:7])=[O:4], predict the reactants needed to synthesize it. The reactants are: [F:1][C:2]([F:48])([C:8]1(O)[C@H:13]([O:14][CH2:15][C:16]2[CH:21]=[CH:20][CH:19]=[CH:18][CH:17]=2)[C@@H:12]([O:22][CH2:23][C:24]2[CH:29]=[CH:28][CH:27]=[CH:26][CH:25]=2)[C@H:11]([O:30][CH2:31][C:32]2[CH:37]=[CH:36][CH:35]=[CH:34][CH:33]=2)[C@@H:10]([CH2:38][O:39][CH2:40][C:41]2[CH:46]=[CH:45][CH:44]=[CH:43][CH:42]=2)[O:9]1)[C:3]([O:5][CH2:6][CH3:7])=[O:4].N1C=CC=CC=1.S(Cl)([Cl:57])=O. (8) Given the product [NH:1]1[CH2:5][CH2:4][C:3]2([CH2:10][CH:9]3[CH2:8][CH2:7][N:6]2[CH2:12][CH2:11]3)[CH2:2]1, predict the reactants needed to synthesize it. The reactants are: [NH:1]1[CH2:5][CH2:4][C:3]2([CH2:10][CH:9]3[CH2:11][CH2:12][N:6]2[CH2:7][CH2:8]3)[C:2]1=O.[H-].[Al+3].[Li+].[H-].[H-].[H-].CCOCC. (9) Given the product [OH:22][C@H:12]1[CH2:11][CH2:10][C@H:9]2[C@H:8]3[C@H:17]([C:16](=[CH2:21])[CH2:15][C@:13]12[CH3:14])[C@@H:18]1[C:5](=[CH:4][C:3](=[O:2])[CH2:20][CH2:19]1)[CH2:6][C@H:7]3[CH3:23], predict the reactants needed to synthesize it. The reactants are: C[O:2][C:3]1[CH:20]=[CH:19][C:18]2[C@@H:17]3[C@H:8]([C@H:9]4[C@@:13]([CH2:15][C:16]3=[CH2:21])([CH3:14])[C:12](=[O:22])[CH2:11][CH2:10]4)[C@H:7]([CH3:23])[CH2:6][C:5]=2[CH:4]=1.[BH4-].[Na+].[Li].N.